From a dataset of Forward reaction prediction with 1.9M reactions from USPTO patents (1976-2016). Predict the product of the given reaction. (1) Given the reactants C([O:5][C:6](=[O:39])[CH2:7][N:8]1[CH2:16][CH2:15][N:14]([CH2:17][C:18](=[O:30])[CH2:19][CH2:20][C:21]2[CH:26]=[CH:25][C:24]([N+:27]([O-:29])=[O:28])=[CH:23][CH:22]=2)[CH2:13][CH2:12][N:11]([CH2:31][C:32]([O:34]C(C)(C)C)=[O:33])[CH2:10][CH2:9]1)(C)(C)C, predict the reaction product. The product is: [C:32]([CH2:31][N:11]1[CH2:12][CH2:13][N:14]([CH2:17][C:18](=[O:30])[CH2:19][CH2:20][C:21]2[CH:26]=[CH:25][C:24]([N+:27]([O-:29])=[O:28])=[CH:23][CH:22]=2)[CH2:15][CH2:16][N:8]([CH2:7][C:6]([OH:39])=[O:5])[CH2:9][CH2:10]1)([OH:34])=[O:33]. (2) Given the reactants [CH3:1][C:2]1([CH3:17])[NH:8][CH2:7][C:6]2[CH:9]=[CH:10][C:11]([C:13]([O:15][CH3:16])=[O:14])=[CH:12][C:5]=2[O:4][CH2:3]1.CCN(CC)CC.[C:25](Cl)(=[O:27])[CH3:26], predict the reaction product. The product is: [C:25]([N:8]1[CH2:7][C:6]2[CH:9]=[CH:10][C:11]([C:13]([O:15][CH3:16])=[O:14])=[CH:12][C:5]=2[O:4][CH2:3][C:2]1([CH3:17])[CH3:1])(=[O:27])[CH3:26]. (3) Given the reactants [C:1]([C:5]1[CH:10]=[CH:9][C:8]([NH:11][C:12](=[O:14])[CH3:13])=[CH:7][CH:6]=1)([CH3:4])([CH3:3])[CH3:2].[F:15][B-](F)(F)F.F[B-](F)(F)F.ClC[N+]12CC[N+](F)(CC1)CC2, predict the reaction product. The product is: [C:1]([C:5]1[CH:10]=[CH:9][C:8]([NH:11][C:12](=[O:14])[CH3:13])=[C:7]([F:15])[CH:6]=1)([CH3:4])([CH3:2])[CH3:3]. (4) Given the reactants Br[C:2]1[CH:7]=[CH:6][C:5]([CH3:8])=[CH:4][N:3]=1.[CH2:9](B(O)O)[CH2:10][CH3:11], predict the reaction product. The product is: [CH3:8][C:5]1[CH:6]=[CH:7][C:2]([CH2:9][CH2:10][CH3:11])=[N:3][CH:4]=1. (5) Given the reactants [NH2:1][CH2:2][CH:3]([OH:6])[CH2:4][OH:5].[C:7]1(C)[CH:12]=CC(S(O)(=O)=O)=C[CH:8]=1, predict the reaction product. The product is: [CH3:8][C:7]1([CH3:12])[O:6][CH:3]([CH2:2][NH2:1])[CH2:4][O:5]1. (6) The product is: [F:22][C:23]1[CH:24]=[C:25]([CH:29]=[C:30]([C:32]([F:33])([F:34])[F:35])[CH:31]=1)[C:26]([NH:8][C:5]1[CH:6]=[CH:7][C:2]([CH3:1])=[C:3]([NH:9][C:10]2[N:15]=[C:14]([C:16]3[CH:21]=[N:20][CH:19]=[CH:18][N:17]=3)[CH:13]=[CH:12][N:11]=2)[CH:4]=1)=[O:27]. Given the reactants [CH3:1][C:2]1[CH:7]=[CH:6][C:5]([NH2:8])=[CH:4][C:3]=1[NH:9][C:10]1[N:15]=[C:14]([C:16]2[CH:21]=[N:20][CH:19]=[CH:18][N:17]=2)[CH:13]=[CH:12][N:11]=1.[F:22][C:23]1[CH:24]=[C:25]([CH:29]=[C:30]([C:32]([F:35])([F:34])[F:33])[CH:31]=1)[C:26](O)=[O:27].F[P-](F)(F)(F)(F)F.N1(O[P+](N(C)C)(N(C)C)N(C)C)C2C=CC=CC=2N=N1.CCN(C(C)C)C(C)C, predict the reaction product. (7) Given the reactants C[O:2][C:3]([C:5]1[C:14]2[O:13][CH2:12][C:11](=[O:15])[NH:10][C:9]=2[CH:8]=[CH:7][CH:6]=1)=[O:4], predict the reaction product. The product is: [O:15]=[C:11]1[NH:10][C:9]2[CH:8]=[CH:7][CH:6]=[C:5]([C:3]([OH:4])=[O:2])[C:14]=2[O:13][CH2:12]1. (8) Given the reactants [CH3:1][CH2:2][N:3]1[CH2:8][CH2:7][N:6]([C:9]2[CH:10]=[C:11]3[N:20]([CH:21]4[CH2:23][CH2:22]4)[CH:19]=[C:18]([C:24]([OH:26])=[O:25])[C:16](=[O:17])[C:12]3=[CH:13][C:14]=2[F:15])[CH2:5][CH2:4]1.[C:27]([OH:40])(=[O:39])[CH2:28][CH2:29][CH2:30][CH2:31][CH2:32][CH2:33][CH2:34][CH2:35][CH2:36][CH2:37][CH3:38], predict the reaction product. The product is: [CH3:1][CH2:2][N:3]1[CH2:8][CH2:7][N:6]([C:9]2[CH:10]=[C:11]3[N:20]([CH:21]4[CH2:23][CH2:22]4)[CH:19]=[C:18]([C:24]([OH:26])=[O:25])[C:16](=[O:17])[C:12]3=[CH:13][C:14]=2[F:15])[CH2:5][CH2:4]1.[C:27]([OH:40])(=[O:39])[CH2:28][CH2:29][CH2:30][CH2:31][CH2:32][CH2:33][CH2:34][CH2:35][CH2:36][CH2:37][CH3:38]. (9) Given the reactants O[CH2:2][C:3]1[N:8]=[CH:7][C:6](CC2C=C3C(=C4C=CC=CC=24)N=CN([C@H]2CCOC[C@@H]2O)C3=O)=CC=1.[Br:32][CH2:33][C:34]1[CH:39]=[CH:38][N:37]=[C:36](Cl)[CH:35]=1, predict the reaction product. The product is: [Br:32][CH2:33][C:34]1[CH:39]=[CH:38][N:37]=[C:36]2[N:8]([CH2:3][CH3:2])[CH:7]=[CH:6][C:35]=12. (10) Given the reactants [F:1][C:2]1[CH:3]=[C:4]([CH:10]=[CH:11][C:12]=1[CH2:13][C:14]1[S:15][CH:16]=[C:17]([C:19]2[CH:24]=[CH:23][CH:22]=[C:21]([C:25]([F:28])([F:27])[F:26])[CH:20]=2)[N:18]=1)[C:5]([O:7]CC)=[O:6].[OH-].[Na+].Cl, predict the reaction product. The product is: [F:1][C:2]1[CH:3]=[C:4]([CH:10]=[CH:11][C:12]=1[CH2:13][C:14]1[S:15][CH:16]=[C:17]([C:19]2[CH:24]=[CH:23][CH:22]=[C:21]([C:25]([F:26])([F:27])[F:28])[CH:20]=2)[N:18]=1)[C:5]([OH:7])=[O:6].